This data is from Full USPTO retrosynthesis dataset with 1.9M reactions from patents (1976-2016). The task is: Predict the reactants needed to synthesize the given product. (1) Given the product [CH3:25][C:21]1[NH:20][C:19]([CH3:26])=[C:18]([C:27]#[N:28])[CH:17]([C:13]2[CH:12]=[C:11]3[C:16](=[CH:15][CH:14]=2)[NH:8][N:9]=[C:10]3[NH:29][CH2:30][CH2:31][N:34]2[CH2:39][CH2:38][O:37][CH2:36][CH2:35]2)[C:22]=1[C:23]#[N:24], predict the reactants needed to synthesize it. The reactants are: C(OC([N:8]1[C:16]2[C:11](=[CH:12][C:13]([CH:17]3[C:22]([C:23]#[N:24])=[C:21]([CH3:25])[NH:20][C:19]([CH3:26])=[C:18]3[C:27]#[N:28])=[CH:14][CH:15]=2)[C:10]([NH:29][CH2:30][CH2:31]O)=[N:9]1)=O)(C)(C)C.C[N:34]1[CH2:39][CH2:38][O:37][CH2:36][CH2:35]1.S(Cl)(C)(=O)=O.N1CCOCC1. (2) Given the product [Cl:1][C:2]1[CH:3]=[CH:4][C:5]([C:10]2[C:11]3[N:12]([N:17]=[C:18]([NH:20][C:21]4[CH:26]=[CH:25][C:24]([N:27]5[CH:31]=[C:30]([CH3:32])[N:29]=[CH:28]5)=[C:23]([O:33][CH3:34])[CH:22]=4)[N:19]=3)[CH:13]=[C:14]([CH3:16])[CH:15]=2)=[C:6]([CH2:7][OH:8])[CH:9]=1, predict the reactants needed to synthesize it. The reactants are: [Cl:1][C:2]1[CH:3]=[CH:4][C:5]([C:10]2[C:11]3[N:12]([N:17]=[C:18]([NH:20][C:21]4[CH:26]=[CH:25][C:24]([N:27]5[CH:31]=[C:30]([CH3:32])[N:29]=[CH:28]5)=[C:23]([O:33][CH3:34])[CH:22]=4)[N:19]=3)[CH:13]=[C:14]([CH3:16])[CH:15]=2)=[C:6]([CH:9]=1)[CH:7]=[O:8].[BH4-].[Na+].O. (3) Given the product [C:1]([O:5][C:6]([N:8]1[CH2:13][CH2:12][N:11]([C:14]([O:16][C:17]([CH3:18])([CH3:20])[CH3:19])=[O:15])[CH2:10][CH:9]1[C:21]([NH:32][NH:31][C:28]1[CH:27]=[CH:26][C:25]([F:24])=[CH:30][N:29]=1)=[O:23])=[O:7])([CH3:4])([CH3:2])[CH3:3], predict the reactants needed to synthesize it. The reactants are: [C:1]([O:5][C:6]([N:8]1[CH2:13][CH2:12][N:11]([C:14]([O:16][C:17]([CH3:20])([CH3:19])[CH3:18])=[O:15])[CH2:10][CH:9]1[C:21]([OH:23])=O)=[O:7])([CH3:4])([CH3:3])[CH3:2].[F:24][C:25]1[CH:26]=[CH:27][C:28]([NH:31][NH2:32])=[N:29][CH:30]=1.CCN(CC)CC.C1C=CC2N(O)N=NC=2C=1.O.C(Cl)CCl. (4) Given the product [Cl:1][C:2]1[CH:18]=[CH:17][C:5]2[CH2:6][CH2:7][N:8]([C:11](=[O:16])[C:12]([F:15])([F:14])[F:13])[CH2:9][CH2:10][C:4]=2[C:3]=1[NH:36][CH2:35][C:34]1[CH:37]=[CH:38][C:31]([O:30][CH:29]([CH3:39])[C:28]([F:27])([F:40])[F:41])=[CH:32][CH:33]=1, predict the reactants needed to synthesize it. The reactants are: [Cl:1][C:2]1[CH:18]=[CH:17][C:5]2[CH2:6][CH2:7][N:8]([C:11](=[O:16])[C:12]([F:15])([F:14])[F:13])[CH2:9][CH2:10][C:4]=2[C:3]=1OS(C(F)(F)F)(=O)=O.[F:27][C:28]([F:41])([F:40])[CH:29]([CH3:39])[O:30][C:31]1[CH:38]=[CH:37][C:34]([CH2:35][NH2:36])=[CH:33][CH:32]=1. (5) The reactants are: C([O:5][C:6](=[O:20])[CH:7]=[CH:8][C:9]1[CH:19]=[N:18][C:12]2[NH:13][CH2:14][CH2:15][O:16][CH2:17][C:11]=2[CH:10]=1)(C)(C)C.C(O)(C(F)(F)F)=O.C(Cl)[Cl:29]. Given the product [ClH:29].[N:18]1[C:12]2[NH:13][CH2:14][CH2:15][O:16][CH2:17][C:11]=2[CH:10]=[C:9]([CH:8]=[CH:7][C:6]([OH:20])=[O:5])[CH:19]=1, predict the reactants needed to synthesize it.